Dataset: NCI-60 drug combinations with 297,098 pairs across 59 cell lines. Task: Regression. Given two drug SMILES strings and cell line genomic features, predict the synergy score measuring deviation from expected non-interaction effect. (1) Drug 1: C(CN)CNCCSP(=O)(O)O. Drug 2: CC1CCCC2(C(O2)CC(NC(=O)CC(C(C(=O)C(C1O)C)(C)C)O)C(=CC3=CSC(=N3)C)C)C. Cell line: COLO 205. Synergy scores: CSS=62.8, Synergy_ZIP=2.90, Synergy_Bliss=1.53, Synergy_Loewe=-5.16, Synergy_HSA=3.43. (2) Drug 1: C1C(C(OC1N2C=NC3=C(N=C(N=C32)Cl)N)CO)O. Drug 2: C1CNP(=O)(OC1)N(CCCl)CCCl. Cell line: HS 578T. Synergy scores: CSS=11.3, Synergy_ZIP=-3.41, Synergy_Bliss=1.23, Synergy_Loewe=-1.41, Synergy_HSA=2.61. (3) Drug 1: CC1=C(C(=CC=C1)Cl)NC(=O)C2=CN=C(S2)NC3=CC(=NC(=N3)C)N4CCN(CC4)CCO. Drug 2: CCN(CC)CCNC(=O)C1=C(NC(=C1C)C=C2C3=C(C=CC(=C3)F)NC2=O)C. Cell line: SNB-19. Synergy scores: CSS=3.93, Synergy_ZIP=3.02, Synergy_Bliss=6.69, Synergy_Loewe=0.774, Synergy_HSA=0.273. (4) Drug 1: CC12CCC(CC1=CCC3C2CCC4(C3CC=C4C5=CN=CC=C5)C)O. Drug 2: C1=C(C(=O)NC(=O)N1)F. Cell line: MOLT-4. Synergy scores: CSS=28.6, Synergy_ZIP=7.10, Synergy_Bliss=3.66, Synergy_Loewe=2.31, Synergy_HSA=5.23. (5) Drug 1: C1=NC(=NC(=O)N1C2C(C(C(O2)CO)O)O)N. Drug 2: C1CN1C2=NC(=NC(=N2)N3CC3)N4CC4. Cell line: A549. Synergy scores: CSS=32.5, Synergy_ZIP=-1.54, Synergy_Bliss=-0.748, Synergy_Loewe=-6.53, Synergy_HSA=1.13. (6) Drug 1: C1CCN(CC1)CCOC2=CC=C(C=C2)C(=O)C3=C(SC4=C3C=CC(=C4)O)C5=CC=C(C=C5)O. Drug 2: CN(C(=O)NC(C=O)C(C(C(CO)O)O)O)N=O. Cell line: SK-MEL-5. Synergy scores: CSS=-5.34, Synergy_ZIP=5.84, Synergy_Bliss=7.25, Synergy_Loewe=-2.96, Synergy_HSA=-3.08. (7) Drug 1: CC1CCC2CC(C(=CC=CC=CC(CC(C(=O)C(C(C(=CC(C(=O)CC(OC(=O)C3CCCCN3C(=O)C(=O)C1(O2)O)C(C)CC4CCC(C(C4)OC)O)C)C)O)OC)C)C)C)OC. Drug 2: CC(C)(C#N)C1=CC(=CC(=C1)CN2C=NC=N2)C(C)(C)C#N. Cell line: U251. Synergy scores: CSS=-4.95, Synergy_ZIP=1.63, Synergy_Bliss=-1.61, Synergy_Loewe=-6.90, Synergy_HSA=-5.67. (8) Drug 1: CC12CCC(CC1=CCC3C2CCC4(C3CC=C4C5=CN=CC=C5)C)O. Drug 2: C1CN(CCN1C(=O)CCBr)C(=O)CCBr. Cell line: HCC-2998. Synergy scores: CSS=6.90, Synergy_ZIP=-2.57, Synergy_Bliss=-6.84, Synergy_Loewe=-8.70, Synergy_HSA=-7.93. (9) Drug 1: CN(C)C1=NC(=NC(=N1)N(C)C)N(C)C. Drug 2: CC1C(C(=O)NC(C(=O)N2CCCC2C(=O)N(CC(=O)N(C(C(=O)O1)C(C)C)C)C)C(C)C)NC(=O)C3=C4C(=C(C=C3)C)OC5=C(C(=O)C(=C(C5=N4)C(=O)NC6C(OC(=O)C(N(C(=O)CN(C(=O)C7CCCN7C(=O)C(NC6=O)C(C)C)C)C)C(C)C)C)N)C. Cell line: K-562. Synergy scores: CSS=-4.75, Synergy_ZIP=9.37, Synergy_Bliss=7.72, Synergy_Loewe=2.60, Synergy_HSA=3.64.